From a dataset of HIV replication inhibition screening data with 41,000+ compounds from the AIDS Antiviral Screen. Binary Classification. Given a drug SMILES string, predict its activity (active/inactive) in a high-throughput screening assay against a specified biological target. (1) The result is 0 (inactive). The drug is OC1CC(O)OC(c2ccccc2)C1. (2) The compound is CCN1CCCC(C#N)(c2ccccc2)CC1. The result is 0 (inactive). (3) The compound is CC(C)(C)[Si](C)(C)OC1CCOC1(O)c1ccccn1. The result is 0 (inactive). (4) The compound is O=C(Cn1ccnc1[N+](=O)[O-])c1ccc(F)cc1. The result is 0 (inactive). (5) The drug is CCNC1C2(CCCCC2)NC(=O)C12CCCCC2. The result is 0 (inactive). (6) The drug is O=C(NCC1(O)N=C(c2ccc(F)cc2)c2ccsc2-n2cccc21)c1ccc(Cl)cc1Cl. The result is 0 (inactive). (7) The compound is O=c1c2ccccc2nc(-c2ccccc2)n1NC(=S)Nc1ccccc1. The result is 0 (inactive). (8) The drug is O=S(=O)(c1ccccc1)n1c(C(O)c2ccccc2)cc2ccccc21. The result is 0 (inactive). (9) The compound is COC(=O)c1onc(-c2c(OC)cc(OC)cc2OC)c1C(=O)OC. The result is 0 (inactive).